This data is from Peptide-MHC class II binding affinity with 134,281 pairs from IEDB. The task is: Regression. Given a peptide amino acid sequence and an MHC pseudo amino acid sequence, predict their binding affinity value. This is MHC class II binding data. (1) The peptide sequence is LERFAVNPGLL. The MHC is DRB1_1302 with pseudo-sequence DRB1_1302. The binding affinity (normalized) is 0.622. (2) The peptide sequence is EIKYFAATQFEPLAA. The MHC is HLA-DQA10101-DQB10501 with pseudo-sequence HLA-DQA10101-DQB10501. The binding affinity (normalized) is 0.482. (3) The peptide sequence is FSNVYLFAKDKSGPL. The MHC is DRB1_0401 with pseudo-sequence DRB1_0401. The binding affinity (normalized) is 0.425. (4) The peptide sequence is QMATTLPVQRHPRSL. The MHC is DRB1_1001 with pseudo-sequence DRB1_1001. The binding affinity (normalized) is 0.247. (5) The peptide sequence is IGPRHPIRALVGDEV. The MHC is HLA-DPA10103-DPB10401 with pseudo-sequence HLA-DPA10103-DPB10401. The binding affinity (normalized) is 0.266.